Binary Classification. Given a miRNA mature sequence and a target amino acid sequence, predict their likelihood of interaction. From a dataset of Experimentally validated miRNA-target interactions with 360,000+ pairs, plus equal number of negative samples. (1) The miRNA is mmu-miR-701-5p with sequence UUAGCCGCUGAAAUAGAUGGA. The protein sequence of the target gene is MAFPSLSAGQNPWRNLSSEELEKQYSPSRWVIHTKPEEVVGNFVQIGSQATQKARATRRNQLDVPYGDGEGEKLDIYFPDEDSKAFPLFLFLHGGYWQSGSKDDSAFMVNPLTAQGIVVVIVAYDIAPKGTLDQMVDQVTRSVVFLQRRYPSNEGIYLCGHSAGAHLAAMVLLARWTKHGVTPNLQGFLLVSGIYDLEPLIATSQNDPLRMTLEDAQRNSPQRHLDVVPAQPVAPACPVLVLVGQHDSPEFHRQSKEFYETLLRVGWKASFQQLRGVDHFDIIENLTREDDVLTQIILKT.... Result: 0 (no interaction). (2) The miRNA is hsa-miR-4260 with sequence CUUGGGGCAUGGAGUCCCA. The protein sequence of the target gene is MARRHCFSYWLLVCWLVVTVAEGQEEVFTPPGDSQNNADATDCQIFTLTPPPAPRSPVTRAQPITKTPRCPFHFFPRRPRIHFRFPNRPFVPSRCNHRFPFQPFYWPHRYLTYRYFPRRRLQRGSSSEES. Result: 0 (no interaction).